The task is: Binary Classification. Given a drug SMILES string, predict its activity (active/inactive) in a high-throughput screening assay against a specified biological target.. This data is from M1 muscarinic receptor agonist screen with 61,833 compounds. The compound is O(c1n[nH]c2nncnc12)C. The result is 0 (inactive).